This data is from Forward reaction prediction with 1.9M reactions from USPTO patents (1976-2016). The task is: Predict the product of the given reaction. (1) Given the reactants [H-].[Na+].[Cl:3][C:4]1[CH:11]=[CH:10][C:7]([C:8]#[N:9])=[C:6]([C:12]2[C:17]([O:18][CH3:19])=[CH:16][NH:15][C:14](=[O:20])[CH:13]=2)[CH:5]=1.[CH3:21][O:22][CH2:23][CH2:24][CH:25](OS(C(F)(F)F)(=O)=O)[C:26]([O:28][C:29]([CH3:32])([CH3:31])[CH3:30])=[O:27], predict the reaction product. The product is: [Cl:3][C:4]1[CH:11]=[CH:10][C:7]([C:8]#[N:9])=[C:6]([C:12]2[C:17]([O:18][CH3:19])=[CH:16][N:15]([CH:25]([CH2:24][CH2:23][O:22][CH3:21])[C:26]([O:28][C:29]([CH3:32])([CH3:30])[CH3:31])=[O:27])[C:14](=[O:20])[CH:13]=2)[CH:5]=1. (2) Given the reactants [Br:1][C:2]1[CH2:6][CH:5]([C:7]([O:9]CC)=[O:8])[N:4]([C:12]2[C:17]([Cl:18])=[CH:16][CH:15]=[CH:14][N:13]=2)[N:3]=1.[OH-].[Na+], predict the reaction product. The product is: [Br:1][C:2]1[CH2:6][CH:5]([C:7]([OH:9])=[O:8])[N:4]([C:12]2[C:17]([Cl:18])=[CH:16][CH:15]=[CH:14][N:13]=2)[N:3]=1. (3) The product is: [CH2:1]([O:2][C:3](=[O:19])[C:4]1[CH:9]=[CH:8][C:7]([NH2:10])=[CH:6][C:5]=1[CH2:13][S:14][C:15]([CH3:18])([CH3:17])[CH3:16])[CH3:20]. Given the reactants [CH3:1][O:2][C:3](=[O:19])[C:4]1[CH:9]=[CH:8][C:7]([N+:10]([O-])=O)=[CH:6][C:5]=1[CH2:13][S:14][C:15]([CH3:18])([CH3:17])[CH3:16].[CH3:20]N(C)N.C, predict the reaction product. (4) The product is: [NH2:41][S:38]([C:35]1[CH:36]=[CH:37][C:32]([CH2:31][N:21]2[C:22]3[C:27](=[C:26]([O:28][CH3:29])[CH:25]=[CH:24][CH:23]=3)[C:19]([NH:10][S:7]([C:5]3[S:6][C:2]([Cl:1])=[CH:3][CH:4]=3)(=[O:9])=[O:8])=[N:20]2)=[CH:33][CH:34]=1)(=[O:39])=[O:40]. Given the reactants [Cl:1][C:2]1[S:6][C:5]([S:7]([N:10]([C:19]2[C:27]3[C:22](=[CH:23][CH:24]=[CH:25][C:26]=3[O:28][CH3:29])[NH:21][N:20]=2)COCC[Si](C)(C)C)(=[O:9])=[O:8])=[CH:4][CH:3]=1.Br[CH2:31][C:32]1[CH:37]=[CH:36][C:35]([S:38]([NH2:41])(=[O:40])=[O:39])=[CH:34][CH:33]=1.C(=O)([O-])[O-].[K+].[K+], predict the reaction product. (5) Given the reactants [O:1]([C:8]1[C:9]2[N:16]([CH2:17][CH:18]([O:22]CC)[O:19]CC)[CH:15]=[CH:14][C:10]=2[N:11]=[CH:12][N:13]=1)[C:2]1[CH:7]=[CH:6][CH:5]=[CH:4][CH:3]=1, predict the reaction product. The product is: [O:1]([C:8]1[C:9]2[N:16]([CH2:17][CH:18]([OH:22])[OH:19])[CH:15]=[CH:14][C:10]=2[N:11]=[CH:12][N:13]=1)[C:2]1[CH:7]=[CH:6][CH:5]=[CH:4][CH:3]=1. (6) Given the reactants Cl[C:2]1[N:11]=[C:10]([NH:12][CH2:13][CH:14]([C:16]2[CH:21]=[CH:20][CH:19]=[CH:18][CH:17]=2)[CH3:15])[C:9]2[C:4](=[CH:5][CH:6]=[CH:7][CH:8]=2)[N:3]=1.[CH3:22][C:23]1[C:28](B(O)O)=[CH:27][N:26]2[CH:32]=[CH:33][N:34]=[C:25]2[CH:24]=1.C(NC1C2C(=CC=CC=2)N=C(C2SC3C=CC=CC=3C=2)N=1)(C1C=CC=CC=1)C1C=CC=CC=1, predict the reaction product. The product is: [CH3:22][C:23]1[C:28]([C:2]2[N:11]=[C:10]([NH:12][CH2:13][CH:14]([C:16]3[CH:21]=[CH:20][CH:19]=[CH:18][CH:17]=3)[CH3:15])[C:9]3[C:4](=[CH:5][CH:6]=[CH:7][CH:8]=3)[N:3]=2)=[CH:27][N:26]2[CH:32]=[CH:33][N:34]=[C:25]2[CH:24]=1. (7) Given the reactants [N+:1]([C:4]1[CH:9]=[CH:8][C:7]([C:10]2[CH:15]=[CH:14][C:13]([C:16]([OH:18])=O)=[CH:12][CH:11]=2)=[CH:6][CH:5]=1)([O-:3])=[O:2].[NH:19]1[CH2:23][CH2:22][CH2:21][C@H:20]1[CH2:24][N:25]1[CH2:29][CH2:28][CH2:27][CH2:26]1.F[P-](F)(F)(F)(F)F.Br[P+](N1CCCC1)(N1CCCC1)N1CCCC1.C(N(CC)CC)C, predict the reaction product. The product is: [N+:1]([C:4]1[CH:5]=[CH:6][C:7]([C:10]2[CH:11]=[CH:12][C:13]([C:16]([N:19]3[CH2:23][CH2:22][CH2:21][C@H:20]3[CH2:24][N:25]3[CH2:29][CH2:28][CH2:27][CH2:26]3)=[O:18])=[CH:14][CH:15]=2)=[CH:8][CH:9]=1)([O-:3])=[O:2]. (8) Given the reactants CC[O-].[Na+].[C:5]1([SH:11])[CH:10]=[CH:9][CH:8]=[CH:7][CH:6]=1.Br[CH:13]([CH:22]([CH3:24])[CH3:23])[C:14]([C:16]1[CH:21]=[CH:20][CH:19]=[CH:18][CH:17]=1)=[O:15].O, predict the reaction product. The product is: [CH3:23][CH:22]([CH3:24])[CH:13]([S:11][C:5]1[CH:10]=[CH:9][CH:8]=[CH:7][CH:6]=1)[C:14]([C:16]1[CH:21]=[CH:20][CH:19]=[CH:18][CH:17]=1)=[O:15].